The task is: Predict the reaction yield, written as a fraction of the theoretical maximum amount of product (1.0 means a 100% yield; for example, 0.34 means a 34% yield).. This data is from Reaction yield outcomes from USPTO patents with 853,638 reactions. (1) The reactants are [OH-].[Na+].[Cl:3][C:4]1[CH:5]=[C:6]([CH:24]=[CH:25][C:26]=1[NH:27][C:28]([NH:30][CH3:31])=[O:29])[O:7][C:8]1[C:17]2[C:12](=[CH:13][C:14]([O:22][CH3:23])=[C:15]([C:18]([O:20]C)=[O:19])[CH:16]=2)[N:11]=[CH:10][CH:9]=1.Cl. The catalyst is CO. The product is [Cl:3][C:4]1[CH:5]=[C:6]([CH:24]=[CH:25][C:26]=1[NH:27][C:28]([NH:30][CH3:31])=[O:29])[O:7][C:8]1[C:17]2[C:12](=[CH:13][C:14]([O:22][CH3:23])=[C:15]([C:18]([OH:20])=[O:19])[CH:16]=2)[N:11]=[CH:10][CH:9]=1. The yield is 1.00. (2) The reactants are Cl[C:2]1[C:11]2[C:6](=[CH:7][CH:8]=[CH:9][C:10]=2[F:12])[N:5]=[CH:4][N:3]=1.[Cl:13][C:14]1[CH:15]=[C:16]([CH:18]=[CH:19][C:20]=1[O:21][CH2:22][C:23]1[CH:28]=[CH:27][CH:26]=[CH:25][N:24]=1)[NH2:17]. The catalyst is CC(O)C. The product is [Cl:13][C:14]1[CH:15]=[C:16]([NH:17][C:2]2[C:11]3[C:6](=[CH:7][CH:8]=[CH:9][C:10]=3[F:12])[N:5]=[CH:4][N:3]=2)[CH:18]=[CH:19][C:20]=1[O:21][CH2:22][C:23]1[CH:28]=[CH:27][CH:26]=[CH:25][N:24]=1. The yield is 0.480. (3) The reactants are [NH2:1][C@H:2]1[CH2:7][CH2:6][N:5]([C:8]([O:10][C:11]([CH3:14])([CH3:13])[CH3:12])=[O:9])[CH2:4][C@H:3]1[O:15][CH3:16].[Br:17][C:18]1[N:19]=[C:20]([C:24](O)=[O:25])[NH:21][C:22]=1[CH3:23].CCN=C=NCCCN(C)C.Cl.C1C=CC2N(O)N=NC=2C=1. No catalyst specified. The product is [Br:17][C:18]1[N:19]=[C:20]([C:24]([NH:1][C@H:2]2[CH2:7][CH2:6][N:5]([C:8]([O:10][C:11]([CH3:12])([CH3:13])[CH3:14])=[O:9])[CH2:4][C@H:3]2[O:15][CH3:16])=[O:25])[NH:21][C:22]=1[CH3:23]. The yield is 0.830. (4) The reactants are [Cl:1][C:2]1[C:6]([N:7]([CH2:18][CH3:19])[C:8](=[O:17])[CH2:9][CH2:10][CH:11]2[CH2:15][CH2:14][NH:13][C:12]2=[O:16])=[CH:5][N:4]([C:20]2[CH:21]=[N:22][CH:23]=[CH:24][CH:25]=2)[N:3]=1.[H-].[Na+].FC(F)(F)S(O[CH2:34][C:35]([F:38])([F:37])[F:36])(=O)=O. The catalyst is C1COCC1. The product is [Cl:1][C:2]1[C:6]([N:7]([CH2:18][CH3:19])[C:8](=[O:17])[CH2:9][CH2:10][CH:11]2[CH2:15][CH2:14][N:13]([CH2:34][C:35]([F:38])([F:37])[F:36])[C:12]2=[O:16])=[CH:5][N:4]([C:20]2[CH:21]=[N:22][CH:23]=[CH:24][CH:25]=2)[N:3]=1. The yield is 0.240. (5) The reactants are C(=O)(O)[O-].[Na+].[OH:6][C:7]1[CH:16]=[C:15]([CH:17]([CH3:21])[C:18]([OH:20])=[O:19])[CH:14]=[C:13]2[C:8]=1[C@@H:9]1[CH2:27][C:26]([CH3:28])=[CH:25][CH2:24][C@H:10]1[C:11]([CH3:23])([CH3:22])[O:12]2.Br[CH2:30][CH2:31][CH2:32][CH3:33]. The catalyst is CN(C=O)C. The product is [OH:6][C:7]1[CH:16]=[C:15]([CH:17]([CH3:21])[C:18]([O:20][CH2:30][CH2:31][CH2:32][CH3:33])=[O:19])[CH:14]=[C:13]2[C:8]=1[C@@H:9]1[CH2:27][C:26]([CH3:28])=[CH:25][CH2:24][C@H:10]1[C:11]([CH3:23])([CH3:22])[O:12]2. The yield is 0.800. (6) The reactants are [CH2:1]([O:3][C:4](=[O:16])[C:5]([C:7]1[C:15]2[C:10](=[CH:11][CH:12]=[CH:13][CH:14]=2)[NH:9][CH:8]=1)=[O:6])[CH3:2].[C:17]([O-:20])([O-])=[O:18].[Cs+].[Cs+]. No catalyst specified. The product is [CH2:1]([O:3][C:4](=[O:16])[C:5]([C:7]1[C:15]2[C:10](=[CH:11][CH:12]=[CH:13][CH:14]=2)[N:9]([CH2:11][CH2:10][NH:9][C:17]([O:20][C:7]([CH3:15])([CH3:8])[CH3:5])=[O:18])[CH:8]=1)=[O:6])[CH3:2]. The yield is 0.680.